Dataset: Reaction yield outcomes from USPTO patents with 853,638 reactions. Task: Predict the reaction yield, written as a fraction of the theoretical maximum amount of product (1.0 means a 100% yield; for example, 0.34 means a 34% yield). (1) The reactants are C(=O)([O-])[O-].[K+].[K+].[CH:7]([O:9]CCCC)=[CH2:8].C1(P(C2C=CC=CC=2)CCCP(C2C=CC=CC=2)C2C=CC=CC=2)C=CC=CC=1.Br[C:44]1[CH:52]=[CH:51][C:47]([C:48]([OH:50])=[O:49])=[C:46]([CH3:53])[CH:45]=1.Cl. The catalyst is C([O-])(=O)C.[Pd+2].C([O-])(=O)C.C(O)CCC. The product is [C:7]([C:44]1[CH:52]=[CH:51][C:47]([C:48]([OH:50])=[O:49])=[C:46]([CH3:53])[CH:45]=1)(=[O:9])[CH3:8]. The yield is 0.950. (2) The yield is 0.820. The catalyst is CN(C=O)C. The reactants are [Cl:1][C:2]1[CH:3]=[C:4]([C:9]2[CH:13]=[CH:12][NH:11][N:10]=2)[CH:5]=[CH:6][C:7]=1[Cl:8].C(=O)([O-])[O-].[Cs+].[Cs+].[CH2:20]([CH:22]1[O:24][CH2:23]1)Cl. The product is [Cl:1][C:2]1[CH:3]=[C:4]([C:9]2[CH:13]=[CH:12][N:11]([CH2:20][CH:22]3[CH2:23][O:24]3)[N:10]=2)[CH:5]=[CH:6][C:7]=1[Cl:8].